Predict the product of the given reaction. From a dataset of Forward reaction prediction with 1.9M reactions from USPTO patents (1976-2016). (1) Given the reactants [Cl:1][C:2]1[CH:7]=[C:6]([CH2:8][N:9]2[CH2:13][CH2:12][CH2:11][CH2:10]2)[C:5]([Cl:14])=[CH:4][C:3]=1[OH:15].CC(C)([O-])C.[K+].NC[C@@H]1C[C@H](O)C1.CS(O[C@H:34]1[CH2:37][C@@H:36]([CH2:38][N:39]([C:41]([O:43][C:44]([CH3:47])([CH3:46])[CH3:45])=[O:42])[CH3:40])[CH2:35]1)(=O)=O, predict the reaction product. The product is: [Cl:1][C:2]1[CH:7]=[C:6]([CH2:8][N:9]2[CH2:10][CH2:11][CH2:12][CH2:13]2)[C:5]([Cl:14])=[CH:4][C:3]=1[O:15][C@H:34]1[CH2:37][C@H:36]([CH2:38][N:39]([CH3:40])[C:41](=[O:42])[O:43][C:44]([CH3:45])([CH3:46])[CH3:47])[CH2:35]1. (2) Given the reactants [NH2:1][C:2]1[CH:7]=[CH:6][C:5]([Br:8])=[CH:4][C:3]=1[C:9]([OH:12])([CH3:11])[CH3:10].[Cl:13][CH2:14][C:15](Cl)=[O:16], predict the reaction product. The product is: [Br:8][C:5]1[CH:6]=[CH:7][C:2]([NH:1][C:15](=[O:16])[CH2:14][Cl:13])=[C:3]([C:9]([OH:12])([CH3:10])[CH3:11])[CH:4]=1.